Dataset: Reaction yield outcomes from USPTO patents with 853,638 reactions. Task: Predict the reaction yield, written as a fraction of the theoretical maximum amount of product (1.0 means a 100% yield; for example, 0.34 means a 34% yield). (1) The reactants are COC1C=C(OC)C=CC=1C[NH:6][C:7]([C:9]1([C:12]2[CH:17]=[CH:16][C:15]([F:18])=[CH:14][CH:13]=2)[CH2:11][CH2:10]1)=[O:8].C(O)(C(F)(F)F)=O. No catalyst specified. The product is [F:18][C:15]1[CH:14]=[CH:13][C:12]([C:9]2([C:7]([NH2:6])=[O:8])[CH2:11][CH2:10]2)=[CH:17][CH:16]=1. The yield is 0.810. (2) The reactants are Cl.[CH3:2][NH2:3].[F:4][C:5]1[CH:6]=[C:7]([CH:11]=[CH:12][C:13]=1[F:14])[C:8](O)=[O:9]. No catalyst specified. The yield is 0.750. The product is [F:4][C:5]1[CH:6]=[C:7]([CH:11]=[CH:12][C:13]=1[F:14])[C:8]([NH:3][CH3:2])=[O:9]. (3) The reactants are [NH2:1][CH:2]([C:6]1[CH:11]=[CH:10][CH:9]=[CH:8][CH:7]=1)[C:3]([OH:5])=[O:4].[C:12]1([C:29]2[CH:34]=[CH:33][CH:32]=[CH:31][CH:30]=2)[CH:17]=[CH:16][C:15]([S:18]([N:21]2[CH2:25][CH2:24][S:23][CH:22]2[C:26](Cl)=[O:27])(=[O:20])=[O:19])=[CH:14][CH:13]=1. The catalyst is O.C1COCC1. The product is [C:12]1([C:29]2[CH:30]=[CH:31][CH:32]=[CH:33][CH:34]=2)[CH:17]=[CH:16][C:15]([S:18]([N:21]2[CH2:25][CH2:24][S:23][CH:22]2[C:26]([NH:1][CH:2]([C:6]2[CH:11]=[CH:10][CH:9]=[CH:8][CH:7]=2)[C:3]([OH:5])=[O:4])=[O:27])(=[O:20])=[O:19])=[CH:14][CH:13]=1. The yield is 0.390. (4) The yield is 0.960. The catalyst is ClCCl. The reactants are S(Cl)([Cl:3])=O.CN(C=O)C.[C:10]([C:14]1[N:19]=[C:18](O)[CH:17]=[C:16]([C:21]([F:24])([F:23])[F:22])[N:15]=1)([CH3:13])([CH3:12])[CH3:11]. The product is [C:10]([C:14]1[N:19]=[C:18]([Cl:3])[CH:17]=[C:16]([C:21]([F:24])([F:23])[F:22])[N:15]=1)([CH3:13])([CH3:12])[CH3:11].